Dataset: Reaction yield outcomes from USPTO patents with 853,638 reactions. Task: Predict the reaction yield, written as a fraction of the theoretical maximum amount of product (1.0 means a 100% yield; for example, 0.34 means a 34% yield). (1) The reactants are [C:1]([C:3]1[CH:4]=[CH:5][C:6]([O:13][C:14]2[CH:19]=[C:18]([CH3:20])[CH:17]=[CH:16][C:15]=2[CH3:21])=[C:7]([S:9](Cl)(=[O:11])=[O:10])[CH:8]=1)#[N:2].[N:22]1([C:28]([O:30][C:31]([CH3:34])([CH3:33])[CH3:32])=[O:29])[CH2:27][CH2:26][NH:25][CH2:24][CH2:23]1.CCOC(C)=O. The catalyst is C(Cl)Cl. The product is [C:1]([C:3]1[CH:4]=[CH:5][C:6]([O:13][C:14]2[CH:19]=[C:18]([CH3:20])[CH:17]=[CH:16][C:15]=2[CH3:21])=[C:7]([S:9]([N:25]2[CH2:24][CH2:23][N:22]([C:28]([O:30][C:31]([CH3:34])([CH3:33])[CH3:32])=[O:29])[CH2:27][CH2:26]2)(=[O:11])=[O:10])[CH:8]=1)#[N:2]. The yield is 0.420. (2) The reactants are [Br:1][C:2]1[CH:3]=[CH:4][C:5](F)=[C:6]([CH:9]=1)[CH:7]=[O:8].[OH:11][C:12]1[CH:13]=[CH:14][C:15]2[S:19][CH2:18][CH2:17][C:16]=2[CH:20]=1.C([O-])([O-])=O.[K+].[K+]. The catalyst is CN(C=O)C. The product is [Br:1][C:2]1[CH:3]=[CH:4][C:5]([O:11][C:12]2[CH:13]=[CH:14][C:15]3[S:19][CH2:18][CH2:17][C:16]=3[CH:20]=2)=[C:6]([CH:9]=1)[CH:7]=[O:8]. The yield is 0.620. (3) The reactants are Cl.C(OC([N:9]([CH2:16][C:17]1[CH:42]=[CH:41][C:20]([CH2:21][NH:22][C:23]2[C:33]3[CH2:32][CH2:31][N:30](C(=O)C(F)(F)F)[CH2:29][CH2:28][C:27]=3[CH:26]=[CH:25][C:24]=2[Cl:40])=[CH:19][CH:18]=1)[CH:10]1[CH2:15][CH2:14][CH2:13][CH2:12][CH2:11]1)=O)(C)(C)C.O.C([O-])([O-])=O.[K+].[K+]. The catalyst is CCOC(C)=O. The product is [Cl:40][C:24]1[CH:25]=[CH:26][C:27]2[CH2:28][CH2:29][NH:30][CH2:31][CH2:32][C:33]=2[C:23]=1[NH:22][CH2:21][C:20]1[CH:19]=[CH:18][C:17]([CH2:16][NH:9][CH:10]2[CH2:15][CH2:14][CH2:13][CH2:12][CH2:11]2)=[CH:42][CH:41]=1. The yield is 0.860.